The task is: Predict which catalyst facilitates the given reaction.. This data is from Catalyst prediction with 721,799 reactions and 888 catalyst types from USPTO. (1) Reactant: Cl[C:2]1[C:11]2[C:6](=[CH:7][C:8]([CH3:14])=[C:9]([O:12][CH3:13])[CH:10]=2)[N:5]=[CH:4][CH:3]=1. Product: [CH3:13][O:12][C:9]1[CH:10]=[C:11]2[C:6](=[CH:7][C:8]=1[CH3:14])[N:5]=[CH:4][CH:3]=[CH:2]2. The catalyst class is: 719. (2) The catalyst class is: 9. Product: [CH3:1][O:2][C:3]([C@@H:5]1[C@@H:7](/[CH:8]=[C:13](\[C:12]#[N:17])/[CH:14]=[CH:15]/[CH3:16])[C:6]1([CH3:11])[CH3:10])=[O:4]. Reactant: [CH3:1][O:2][C:3]([C@@H:5]1[C@@H:7]([CH:8]=O)[C:6]1([CH3:11])[CH3:10])=[O:4].[C:12](#[N:17])[CH2:13][CH:14]=[CH:15][CH3:16].C(=O)([O-])[O-].[K+].[K+]. (3) Reactant: [Br:1][C:2]1[CH:3]=[C:4]([CH:18]=[CH:19][CH:20]=1)[CH2:5][CH:6]1[C:13]2[CH:12]=[C:11]([C:14]([O:16]C)=[O:15])[NH:10][C:9]=2[CH2:8][CH2:7]1.[OH-].[Li+].CO. Product: [Br:1][C:2]1[CH:3]=[C:4]([CH:18]=[CH:19][CH:20]=1)[CH2:5][CH:6]1[C:13]2[CH:12]=[C:11]([C:14]([OH:16])=[O:15])[NH:10][C:9]=2[CH2:8][CH2:7]1. The catalyst class is: 1. (4) Reactant: [OH:1][C:2]1[CH:3]=[C:4]([C:12]([O:14][CH3:15])=[O:13])[CH:5]=[C:6]([CH:11]=1)[C:7]([O:9][CH3:10])=[O:8].C(=O)([O-])[O-].[K+].[K+].[CH2:22](Br)[CH:23]=[CH2:24]. Product: [CH2:24]([O:1][C:2]1[CH:11]=[C:6]([C:7]([O:9][CH3:10])=[O:8])[CH:5]=[C:4]([CH:3]=1)[C:12]([O:14][CH3:15])=[O:13])[CH:23]=[CH2:22]. The catalyst class is: 21. (5) Reactant: [C:1]([O:5][C:6](=[O:35])[NH:7][C:8]([C:10]1[S:11][C:12]([S:33][CH3:34])=[C:13]([S:15]([C:18]2[CH:19]=[C:20]([C:24]3[C:29]([CH3:30])=[CH:28][C:27]([Cl:31])=[CH:26][C:25]=3[NH2:32])[CH:21]=[CH:22][CH:23]=2)(=[O:17])=[O:16])[CH:14]=1)=[NH:9])([CH3:4])([CH3:3])[CH3:2].CCN(CC)CC.[CH3:43][S:44]([CH2:47][CH2:48][CH2:49][C:50](Cl)=[O:51])(=[O:46])=[O:45]. Product: [C:1]([O:5][C:6](=[O:35])[NH:7][C:8]([C:10]1[S:11][C:12]([S:33][CH3:34])=[C:13]([S:15]([C:18]2[CH:19]=[C:20]([C:24]3[C:29]([CH3:30])=[CH:28][C:27]([Cl:31])=[CH:26][C:25]=3[NH:32][C:50](=[O:51])[CH2:49][CH2:48][CH2:47][S:44]([CH3:43])(=[O:46])=[O:45])[CH:21]=[CH:22][CH:23]=2)(=[O:16])=[O:17])[CH:14]=1)=[NH:9])([CH3:3])([CH3:4])[CH3:2]. The catalyst class is: 2. (6) Reactant: [Si:1]([O:8][CH2:9][C@@H:10]([NH:14][C:15]1[C:24]2[C:19](=[CH:20][CH:21]=[CH:22][CH:23]=2)[N:18]=[CH:17][C:16]=1[NH2:25])[CH:11]([CH3:13])[CH3:12])([C:4]([CH3:7])([CH3:6])[CH3:5])([CH3:3])[CH3:2].Cl.[Cl:27][CH2:28][C:29](=N)OCC.C(Cl)(Cl)Cl.C(=O)(O)[O-].[Na+]. Product: [Si:1]([O:8][CH2:9][C@@H:10]([N:14]1[C:15]2[C:24]3[CH:23]=[CH:22][CH:21]=[CH:20][C:19]=3[N:18]=[CH:17][C:16]=2[N:25]=[C:29]1[CH2:28][Cl:27])[CH:11]([CH3:13])[CH3:12])([C:4]([CH3:5])([CH3:6])[CH3:7])([CH3:3])[CH3:2]. The catalyst class is: 26. (7) Reactant: [CH:1]1([CH:7]2[CH2:12][CH:11]([C:13]3[CH:18]=[CH:17][CH:16]=[CH:15][CH:14]=3)[CH2:10][CH2:9][NH:8]2)[CH2:6][CH2:5][CH2:4][CH2:3][CH2:2]1.Cl[C:20]([O:22][CH2:23][C:24]1[CH:29]=[CH:28][CH:27]=[CH:26][CH:25]=1)=[O:21].C(N(CC)CC)C. Product: [CH:1]1([CH:7]2[CH2:12][CH:11]([C:13]3[CH:18]=[CH:17][CH:16]=[CH:15][CH:14]=3)[CH2:10][CH2:9][N:8]2[C:20]([O:22][CH2:23][C:24]2[CH:29]=[CH:28][CH:27]=[CH:26][CH:25]=2)=[O:21])[CH2:2][CH2:3][CH2:4][CH2:5][CH2:6]1. The catalyst class is: 2. (8) Reactant: [CH:1]1([CH2:4][NH:5][CH2:6][CH2:7][CH3:8])[CH2:3][CH2:2]1.C[Al](C)C.C([O:15][C:16]([C:18]1[N:22]2[CH:23]=[C:24]([Cl:35])[N:25]([C:26]3[C:31]([CH3:32])=[CH:30][C:29]([CH3:33])=[CH:28][C:27]=3[CH3:34])[C:21]2=[N:20][C:19]=1[CH3:36])=O)C.[C@H](O)(C([O-])=O)[C@@H](O)C([O-])=O.[Na+].[K+]. Product: [CH:1]1([CH2:4][N:5]([CH2:6][CH2:7][CH3:8])[C:16]([C:18]2[N:22]3[CH:23]=[C:24]([Cl:35])[N:25]([C:26]4[C:31]([CH3:32])=[CH:30][C:29]([CH3:33])=[CH:28][C:27]=4[CH3:34])[C:21]3=[N:20][C:19]=2[CH3:36])=[O:15])[CH2:3][CH2:2]1. The catalyst class is: 11.